The task is: Regression. Given two drug SMILES strings and cell line genomic features, predict the synergy score measuring deviation from expected non-interaction effect.. This data is from NCI-60 drug combinations with 297,098 pairs across 59 cell lines. (1) Drug 1: CCN(CC)CCNC(=O)C1=C(NC(=C1C)C=C2C3=C(C=CC(=C3)F)NC2=O)C. Drug 2: CCC1(C2=C(COC1=O)C(=O)N3CC4=CC5=C(C=CC(=C5CN(C)C)O)N=C4C3=C2)O.Cl. Cell line: HOP-92. Synergy scores: CSS=17.3, Synergy_ZIP=-3.84, Synergy_Bliss=3.55, Synergy_Loewe=-14.6, Synergy_HSA=1.79. (2) Drug 1: C1=CC(=CC=C1CCCC(=O)O)N(CCCl)CCCl. Drug 2: CC(C)(C#N)C1=CC(=CC(=C1)CN2C=NC=N2)C(C)(C)C#N. Cell line: RPMI-8226. Synergy scores: CSS=47.5, Synergy_ZIP=-2.51, Synergy_Bliss=-9.10, Synergy_Loewe=-11.1, Synergy_HSA=-11.0.